This data is from hERG Central: cardiac toxicity at 1µM, 10µM, and general inhibition. The task is: Predict hERG channel inhibition at various concentrations. (1) Results: hERG_inhib (hERG inhibition (general)): blocker. The molecule is COc1ccc(C(CCNC(C)c2ccccc2)c2ccc(F)cc2)cc1. (2) The molecule is O=C(CSc1nc(-c2cccs2)cc(C(F)(F)F)n1)NCCCn1ccnc1. Results: hERG_inhib (hERG inhibition (general)): blocker. (3) The drug is Cl.Nc1nc(N2CCN(C/C=C/c3ccccc3)CC2)nc2ccccc12. Results: hERG_inhib (hERG inhibition (general)): blocker.